Dataset: Reaction yield outcomes from USPTO patents with 853,638 reactions. Task: Predict the reaction yield, written as a fraction of the theoretical maximum amount of product (1.0 means a 100% yield; for example, 0.34 means a 34% yield). (1) The reactants are [Cl:1][C:2]1[CH:7]=[C:6]([Cl:8])[CH:5]=[CH:4][C:3]=1[C:9]1[N:10]([C:28]2[CH:33]=[CH:32][C:31]([OH:34])=[CH:30][CH:29]=2)[C:11]([CH3:27])=[C:12]([C:14]([NH:16][C:17]2[CH:22]=[CH:21][C:20]([C:23]([F:26])([F:25])[F:24])=[CH:19][N:18]=2)=[O:15])[N:13]=1.C(N(CC)CC)C.[F:42][C:43]([F:51])([F:50])[CH2:44][CH2:45][S:46](Cl)(=[O:48])=[O:47].O. The catalyst is ClCCl. The product is [F:42][C:43]([F:51])([F:50])[CH2:44][CH2:45][S:46]([O:34][C:31]1[CH:30]=[CH:29][C:28]([N:10]2[C:11]([CH3:27])=[C:12]([C:14]([NH:16][C:17]3[CH:22]=[CH:21][C:20]([C:23]([F:24])([F:25])[F:26])=[CH:19][N:18]=3)=[O:15])[N:13]=[C:9]2[C:3]2[CH:4]=[CH:5][C:6]([Cl:8])=[CH:7][C:2]=2[Cl:1])=[CH:33][CH:32]=1)(=[O:48])=[O:47]. The yield is 0.490. (2) The reactants are Br[CH2:2][CH:3]1[CH2:5][CH2:4]1.C(=O)([O-])[O-].[K+].[K+].[CH2:12]([O:19][C:20]1[CH:25]=[CH:24][NH:23][C:22](=[O:26])[CH:21]=1)[C:13]1[CH:18]=[CH:17][CH:16]=[CH:15][CH:14]=1. The catalyst is C(#N)C. The product is [CH2:12]([O:19][C:20]1[CH:25]=[CH:24][N:23]([CH2:2][CH:3]2[CH2:5][CH2:4]2)[C:22](=[O:26])[CH:21]=1)[C:13]1[CH:14]=[CH:15][CH:16]=[CH:17][CH:18]=1. The yield is 0.980. (3) The reactants are [CH3:1][C:2]1[O:6][C:5]([C:7]2[CH:12]=[CH:11][CH:10]=[CH:9][CH:8]=2)=[N:4][C:3]=1[CH2:13][O:14][C:15]1[CH:42]=[CH:41][C:18]([CH2:19][N:20]([C:24]2[S:25][C:26]([CH2:35][CH2:36][C:37]([O:39]C)=[O:38])=[C:27]([C:29]3[CH:34]=[CH:33][CH:32]=[CH:31][CH:30]=3)[N:28]=2)[CH2:21][CH2:22][CH3:23])=[CH:17][CH:16]=1.O.[OH-].[Li+].O1CCCC1.[ClH:51]. The catalyst is CO.O. The product is [ClH:51].[CH3:1][C:2]1[O:6][C:5]([C:7]2[CH:8]=[CH:9][CH:10]=[CH:11][CH:12]=2)=[N:4][C:3]=1[CH2:13][O:14][C:15]1[CH:42]=[CH:41][C:18]([CH2:19][N:20]([C:24]2[S:25][C:26]([CH2:35][CH2:36][C:37]([OH:39])=[O:38])=[C:27]([C:29]3[CH:34]=[CH:33][CH:32]=[CH:31][CH:30]=3)[N:28]=2)[CH2:21][CH2:22][CH3:23])=[CH:17][CH:16]=1. The yield is 0.970. (4) The reactants are [N:1]([C@H:4]1[CH2:23][N:7]2[C:8](=[O:22])[N:9]([C:11]3[CH:16]=[CH:15][C:14]([O:17][C:18]([F:21])([F:20])[F:19])=[CH:13][CH:12]=3)[CH2:10][C@@H:6]2[CH2:5]1)=[N+]=[N-]. The catalyst is C1COCC1.[Pd]. The product is [NH2:1][C@H:4]1[CH2:23][N:7]2[C:8](=[O:22])[N:9]([C:11]3[CH:16]=[CH:15][C:14]([O:17][C:18]([F:21])([F:19])[F:20])=[CH:13][CH:12]=3)[CH2:10][C@@H:6]2[CH2:5]1. The yield is 0.870. (5) The reactants are Cl.[CH:2]([N:5]1[CH:13]=[C:12]2[C:7]([CH:8]=[CH:9][C:10]([C:14]3[O:18][N:17]=[C:16]([C:19]4[CH:28]=[CH:27][CH:26]=[C:25]5[C:20]=4[CH2:21][CH2:22][NH:23][CH2:24]5)[N:15]=3)=[CH:11]2)=[N:6]1)([CH3:4])[CH3:3].[C:29]([O:33][C:34]([CH3:37])([CH3:36])[CH3:35])(=[O:32])[CH:30]=[CH2:31]. No catalyst specified. The product is [C:34]([O:33][C:29](=[O:32])[CH2:30][CH2:31][N:23]1[CH2:22][CH2:21][C:20]2[C:25](=[CH:26][CH:27]=[CH:28][C:19]=2[C:16]2[N:15]=[C:14]([C:10]3[CH:9]=[CH:8][C:7]4[C:12](=[CH:13][N:5]([CH:2]([CH3:4])[CH3:3])[N:6]=4)[CH:11]=3)[O:18][N:17]=2)[CH2:24]1)([CH3:37])([CH3:36])[CH3:35]. The yield is 0.710. (6) The reactants are [CH3:1][O:2][C:3]1[CH:4]=[C:5]([CH:9]=[CH:10][CH2:11][CH2:12][CH2:13][CH2:14][C:15]([OH:17])=[O:16])[CH:6]=[CH:7][CH:8]=1. The catalyst is [Pd].C(O)C. The product is [CH3:1][O:2][C:3]1[CH:4]=[C:5]([CH2:9][CH2:10][CH2:11][CH2:12][CH2:13][CH2:14][C:15]([OH:17])=[O:16])[CH:6]=[CH:7][CH:8]=1. The yield is 0.930. (7) The reactants are [F:1][C:2]1[CH:7]=[CH:6][C:5]([C:8]2[N:12]=[N:11][N:10]([CH3:13])[C:9]=2[CH2:14][O:15][C:16]2[CH:24]=[CH:23][C:19]([C:20](O)=[O:21])=[CH:18][N:17]=2)=[CH:4][CH:3]=1.[CH2:25]([CH2:27][NH2:28])[OH:26]. No catalyst specified. The product is [F:1][C:2]1[CH:7]=[CH:6][C:5]([C:8]2[N:12]=[N:11][N:10]([CH3:13])[C:9]=2[CH2:14][O:15][C:16]2[CH:24]=[CH:23][C:19]([C:20]([NH:28][CH2:27][CH2:25][OH:26])=[O:21])=[CH:18][N:17]=2)=[CH:4][CH:3]=1. The yield is 0.720.